This data is from Full USPTO retrosynthesis dataset with 1.9M reactions from patents (1976-2016). The task is: Predict the reactants needed to synthesize the given product. Given the product [CH3:21][O:25][N:26]([CH3:27])[C:15]([C:10]1[C:11]([CH3:14])=[N:12][S:13][C:9]=1[NH:8][C:6](=[O:7])[O:5][C:1]([CH3:2])([CH3:3])[CH3:4])=[O:17], predict the reactants needed to synthesize it. The reactants are: [C:1]([O:5][C:6]([NH:8][C:9]1[S:13][N:12]=[C:11]([CH3:14])[C:10]=1[C:15]([OH:17])=O)=[O:7])([CH3:4])([CH3:3])[CH3:2].CN([C:21]([O:25][N:26]1N=NC2C=CC=N[C:27]1=2)=[N+](C)C)C.F[P-](F)(F)(F)(F)F.CCN(C(C)C)C(C)C.Cl.CNOC.